Dataset: Forward reaction prediction with 1.9M reactions from USPTO patents (1976-2016). Task: Predict the product of the given reaction. (1) Given the reactants [NH2:1][C@H:2]([CH2:6][OH:7])[CH:3]([CH3:5])[CH3:4].[NH:8]([C:39]([O:41][CH2:42][CH:43]1[C:55]2[C:50](=[CH:51][CH:52]=[CH:53][CH:54]=2)[C:49]2[C:44]1=[CH:45][CH:46]=[CH:47][CH:48]=2)=[O:40])[C@H:9]([C:36]([OH:38])=[O:37])[CH2:10][CH2:11][CH2:12][CH2:13][NH:14][C:15]([C:30]1[CH:35]=[CH:34][CH:33]=[CH:32][CH:31]=1)([C:24]1[CH:29]=[CH:28][CH:27]=[CH:26][CH:25]=1)[C:16]1[CH:23]=[CH:22][C:19]([O:20][CH3:21])=[CH:18][CH:17]=1.CCOC1N(C(OCC)=O)C2C(=CC=CC=2)C=C1, predict the reaction product. The product is: [NH:8]([C:39]([O:41][CH2:42][CH:43]1[C:55]2[C:50](=[CH:51][CH:52]=[CH:53][CH:54]=2)[C:49]2[C:44]1=[CH:45][CH:46]=[CH:47][CH:48]=2)=[O:40])[C@H:9]([C:36]([OH:38])=[O:37])[CH2:10][CH2:11][CH2:12][CH2:13][NH:14][C:15]([C:24]1[CH:29]=[CH:28][CH:27]=[CH:26][CH:25]=1)([C:30]1[CH:35]=[CH:34][CH:33]=[CH:32][CH:31]=1)[C:16]1[CH:17]=[CH:18][C:19]([O:20][CH3:21])=[CH:22][CH:23]=1.[NH2:1][C@H:2]([CH2:6][OH:7])[CH:3]([CH3:5])[CH3:4]. (2) Given the reactants [Br:1][C:2]1[CH:10]=[CH:9][C:5]([C:6]([OH:8])=[O:7])=[C:4]([N+:11]([O-])=O)[CH:3]=1, predict the reaction product. The product is: [NH2:11][C:4]1[CH:3]=[C:2]([Br:1])[CH:10]=[CH:9][C:5]=1[C:6]([OH:8])=[O:7].